Dataset: CYP2D6 inhibition data for predicting drug metabolism from PubChem BioAssay. Task: Regression/Classification. Given a drug SMILES string, predict its absorption, distribution, metabolism, or excretion properties. Task type varies by dataset: regression for continuous measurements (e.g., permeability, clearance, half-life) or binary classification for categorical outcomes (e.g., BBB penetration, CYP inhibition). Dataset: cyp2d6_veith. (1) The compound is COc1ccc(O[C@H]2C=C[C@@H](c3ccccc3)O[C@H]2CO/N=C(/C)CCC(=O)OC[C@@H]2O[C@H](c3ccccc3)C=C[C@@H]2Oc2ccc(OC)cc2)cc1. The result is 0 (non-inhibitor). (2) The compound is CCOC(=O)c1cnc(N(C)C)nc1SC(=N)N. The result is 0 (non-inhibitor). (3) The molecule is C[C@H]1CC[C@H]2C(=O)N[C@H](Cc3ccccc3)C(=O)N2[C@@H]1c1ccccc1. The result is 0 (non-inhibitor). (4) The compound is O=C(O)CC1(CC(=O)O)Nc2ccccc2SC1=O. The result is 0 (non-inhibitor). (5) The compound is CCCN[C@@H]1CCc2c(OC)cccc2[C@@H]1C. The result is 1 (inhibitor).